This data is from Forward reaction prediction with 1.9M reactions from USPTO patents (1976-2016). The task is: Predict the product of the given reaction. (1) Given the reactants [CH2:1]([O:5][C:6](=[O:10])[CH2:7][C:8]#[N:9])[CH2:2][CH2:3][CH3:4].[CH:11]([CH:13]=[CH2:14])=O.Cl, predict the reaction product. The product is: [CH2:1]([O:5][C:6](=[O:10])[C:7]([C:8]#[N:9])=[CH:14][CH:13]=[CH2:11])[CH2:2][CH2:3][CH3:4]. (2) Given the reactants FC(F)(F)S(O[C:7]1[CH:16]=[C:15]2[C:10]([CH:11]=[CH:12][N:13]=[CH:14]2)=[CH:9][CH:8]=1)(=O)=O.B([C:22]1[CH:23]=[C:24]([CH:28]=[CH:29][CH:30]=1)[C:25]([OH:27])=[O:26])(O)O.C(=O)([O-])[O-].[Na+].[Na+], predict the reaction product. The product is: [CH:14]1[C:15]2[C:10](=[CH:9][CH:8]=[C:7]([C:22]3[CH:23]=[C:24]([CH:28]=[CH:29][CH:30]=3)[C:25]([OH:27])=[O:26])[CH:16]=2)[CH:11]=[CH:12][N:13]=1. (3) Given the reactants Cl[C:2]1[C:7]([CH2:8][CH3:9])=[N:6][CH:5]=[C:4]([CH2:10][CH3:11])[N:3]=1.C1(C)C=CC=CC=1.[CH2:19]([CH:21]([NH2:24])[CH2:22][CH3:23])[CH3:20].CC(C)([O-])C.[Na+], predict the reaction product. The product is: [CH2:8]([C:7]1[C:2]([NH:24][CH:21]([CH2:22][CH3:23])[CH2:19][CH3:20])=[N:3][C:4]([CH2:10][CH3:11])=[CH:5][N:6]=1)[CH3:9]. (4) The product is: [Cl:1][C:2]1[CH:7]=[CH:6][CH:5]=[CH:4][C:3]=1[C:8]1[O:12][N:11]=[CH:10][C:9]=1[C:13]([N:21]1[CH2:22][CH2:23][CH2:24][CH:19]([C:17]([OH:18])([CH3:25])[CH3:16])[CH2:20]1)=[O:15]. Given the reactants [Cl:1][C:2]1[CH:7]=[CH:6][CH:5]=[CH:4][C:3]=1[C:8]1[O:12][N:11]=[CH:10][C:9]=1[C:13]([OH:15])=O.[CH3:16][C:17]([CH3:25])([CH:19]1[CH2:24][CH2:23][CH2:22][NH:21][CH2:20]1)[OH:18], predict the reaction product. (5) Given the reactants Br[C:2]1[CH:3]=[CH:4][C:5]2[O:32][CH2:31][C:8]3([C:16]4[C:11](=[CH:12][CH:13]=[CH:14][CH:15]=4)[N:10]([CH:17]([C:24]4[CH:29]=[CH:28][CH:27]=[CH:26][CH:25]=4)[C:18]4[CH:23]=[CH:22][CH:21]=[CH:20][CH:19]=4)[C:9]3=[O:30])[C:6]=2[CH:7]=1.Br[C:51]1[CH:50]=[CH:49]C=[C:47]2[C:52]=1C1(C3C=C(F)C(F)=CC=3OC1)C(=O)[N:46]2CC([NH:46][C:47]1[CH:52]=[CH:51][CH:50]=[CH:49]C=1F)=O.N1C=CC=C(B(O)O)C=1.N1C=C(B(O)O)C=NC=1, predict the reaction product. The product is: [C:18]1([CH:17]([C:24]2[CH:29]=[CH:28][CH:27]=[CH:26][CH:25]=2)[N:10]2[C:11]3[C:16](=[CH:15][CH:14]=[CH:13][CH:12]=3)[C:8]3([C:6]4[CH:7]=[C:2]([C:50]5[CH:49]=[N:46][CH:47]=[CH:52][CH:51]=5)[CH:3]=[CH:4][C:5]=4[O:32][CH2:31]3)[C:9]2=[O:30])[CH:19]=[CH:20][CH:21]=[CH:22][CH:23]=1.